Task: Predict the product of the given reaction.. Dataset: Forward reaction prediction with 1.9M reactions from USPTO patents (1976-2016) Given the reactants C([O:7][CH2:8][C@@H:9]([O:32][C:33]([CH3:36])([CH3:35])[CH3:34])[C:10]1[C:11]([C:25]2[CH:30]=[CH:29][C:28]([Cl:31])=[CH:27][CH:26]=2)=[C:12]2[C:17](=[CH:18][C:19]=1[CH3:20])[N:16]=[C:15]([CH2:21][N:22]([CH3:24])[CH3:23])[CH:14]=[CH:13]2)(=O)C(C)(C)C.[OH-].[Na+], predict the reaction product. The product is: [C:33]([O:32][C@@H:9]([C:10]1[C:11]([C:25]2[CH:26]=[CH:27][C:28]([Cl:31])=[CH:29][CH:30]=2)=[C:12]2[C:17](=[CH:18][C:19]=1[CH3:20])[N:16]=[C:15]([CH2:21][N:22]([CH3:23])[CH3:24])[CH:14]=[CH:13]2)[CH2:8][OH:7])([CH3:36])([CH3:34])[CH3:35].